This data is from Reaction yield outcomes from USPTO patents with 853,638 reactions. The task is: Predict the reaction yield, written as a fraction of the theoretical maximum amount of product (1.0 means a 100% yield; for example, 0.34 means a 34% yield). The reactants are C[O:2][C:3]([C:5]1[S:9][C:8]([N:10]2[C:14]3[CH:15]=[C:16]([O:21][CH3:22])[C:17]([O:19][CH3:20])=[CH:18][C:13]=3[N:12]=[CH:11]2)=[N:7][C:6]=1Br)=[O:4].[O:24]1[C:29]2[CH:30]=[CH:31][C:32](B(O)O)=[CH:33][C:28]=2[O:27][CH2:26][CH2:25]1. No catalyst specified. The product is [O:24]1[C:29]2[CH:30]=[CH:31][C:32]([C:6]3[N:7]=[C:8]([N:10]4[C:14]5[CH:15]=[C:16]([O:21][CH3:22])[C:17]([O:19][CH3:20])=[CH:18][C:13]=5[N:12]=[CH:11]4)[S:9][C:5]=3[C:3]([OH:2])=[O:4])=[CH:33][C:28]=2[O:27][CH2:26][CH2:25]1. The yield is 0.220.